Dataset: Forward reaction prediction with 1.9M reactions from USPTO patents (1976-2016). Task: Predict the product of the given reaction. Given the reactants C[O:2][C:3]([CH:5]1[CH2:10][CH2:9][N:8]([C:11]2[CH:21]=[C:20]([CH3:22])[C:14]([C:15]([O:17][CH2:18][CH3:19])=[O:16])=[C:13]([CH3:23])[N:12]=2)[CH2:7][CH2:6]1)=[O:4].[OH-].[Na+], predict the reaction product. The product is: [CH2:18]([O:17][C:15]([C:14]1[C:20]([CH3:22])=[CH:21][C:11]([N:8]2[CH2:9][CH2:10][CH:5]([C:3]([OH:4])=[O:2])[CH2:6][CH2:7]2)=[N:12][C:13]=1[CH3:23])=[O:16])[CH3:19].